Dataset: Reaction yield outcomes from USPTO patents with 853,638 reactions. Task: Predict the reaction yield, written as a fraction of the theoretical maximum amount of product (1.0 means a 100% yield; for example, 0.34 means a 34% yield). (1) The reactants are [C:1](O[BH-](OC(=O)C)OC(=O)C)(=O)[CH3:2].[Na+].[CH2:15]([O:22][C:23](=[O:45])[C:24]([NH:37][C:38]([O:40][C:41]([CH3:44])([CH3:43])[CH3:42])=[O:39])([NH:29][C:30]([O:32][C:33]([CH3:36])([CH3:35])[CH3:34])=[O:31])[CH2:25]CC=O)[C:16]1[CH:21]=[CH:20][CH:19]=[CH:18][CH:17]=1.Cl.[CH2:47]([O:49][C:50](=[O:54])[C@H:51]([CH3:53])[NH2:52])[CH3:48].[Cl-].[NH4+]. The catalyst is ClCCl. The product is [CH2:15]([O:22][C:23](=[O:45])[C:24]([NH:29][C:30]([O:32][C:33]([CH3:36])([CH3:34])[CH3:35])=[O:31])([NH:37][C:38]([O:40][C:41]([CH3:42])([CH3:43])[CH3:44])=[O:39])[CH2:25][CH2:1][CH2:2][NH:52][CH:51]([C:50]([O:49][CH2:47][CH3:48])=[O:54])[CH3:53])[C:16]1[CH:21]=[CH:20][CH:19]=[CH:18][CH:17]=1. The yield is 0.410. (2) The reactants are [OH:1][C@@H:2]1[CH2:7][CH2:6][CH2:5][CH2:4][C@H:3]1[NH:8][C:9]1[S:10][C:11]2[CH:17]=[C:16]([CH2:18][N:19]3[C:23]4[CH:24]=[CH:25][C:26]([C:28]([OH:30])=O)=[CH:27][C:22]=4[N:21]=[CH:20]3)[CH:15]=[CH:14][C:12]=2[N:13]=1.CN.C[CH2:34][N:35](C(C)C)C(C)C.CN(C(ON1N=NC2C=CC=NC1=2)=[N+](C)C)C.F[P-](F)(F)(F)(F)F. The catalyst is CCOC(C)=O.CN(C=O)C. The product is [OH:1][C@@H:2]1[CH2:7][CH2:6][CH2:5][CH2:4][C@H:3]1[NH:8][C:9]1[S:10][C:11]2[CH:17]=[C:16]([CH2:18][N:19]3[C:23]4[CH:24]=[CH:25][C:26]([C:28]([NH:35][CH3:34])=[O:30])=[CH:27][C:22]=4[N:21]=[CH:20]3)[CH:15]=[CH:14][C:12]=2[N:13]=1. The yield is 0.250. (3) The reactants are [Cl:1][C:2]1[CH:19]=[CH:18][C:17]([C:20]([F:23])([F:22])[F:21])=[CH:16][C:3]=1[CH2:4][N:5]1[CH2:10][CH2:9][NH:8][C:7]2[N:11]=[CH:12][C:13](I)=[CH:14][C:6]1=2.[CH3:24][N:25]1[CH2:30][CH2:29][N:28]([C:31]2[CH:36]=[CH:35][C:34](B3OC(C)(C)C(C)(C)O3)=[CH:33][N:32]=2)[CH2:27][CH2:26]1. No catalyst specified. The product is [Cl:1][C:2]1[CH:19]=[CH:18][C:17]([C:20]([F:23])([F:22])[F:21])=[CH:16][C:3]=1[CH2:4][N:5]1[CH2:10][CH2:9][NH:8][C:7]2[N:11]=[CH:12][C:13]([C:34]3[CH:33]=[N:32][C:31]([N:28]4[CH2:27][CH2:26][N:25]([CH3:24])[CH2:30][CH2:29]4)=[CH:36][CH:35]=3)=[CH:14][C:6]1=2. The yield is 0.130. (4) The reactants are [CH3:1][O:2][C:3]1[C:4](C(O)=O)=[CH:5][C:6]2[C:11]([CH:12]=1)=[CH:10][CH:9]=[CH:8][CH:7]=2.CC[N:18]([CH2:21]C)CC.C1C=CC(P(N=[N+]=[N-])(C2C=CC=CC=2)=[O:30])=CC=1.[CH2:40]([OH:47])[C:41]1[CH:46]=[CH:45][CH:44]=[CH:43][CH:42]=1. The catalyst is C1(C)C=CC=CC=1. The product is [C:21]([NH:18][C:5]1[C:6]2[C:11](=[CH:10][CH:9]=[CH:8][CH:7]=2)[CH:12]=[C:3]([O:2][CH3:1])[CH:4]=1)([O:47][CH2:40][C:41]1[CH:46]=[CH:45][CH:44]=[CH:43][CH:42]=1)=[O:30]. The yield is 1.00. (5) The reactants are FC(F)(F)C(O)=O.[O:8]=[S:9]1(=[O:15])[CH2:12][C:11]([CH3:14])([NH2:13])[CH2:10]1.C(N(CC)CC)C.[Cl:23][C:24]1[CH:25]=[C:26]([CH3:36])[C:27]([N:33]=S=O)=[C:28]([CH:32]=1)[C:29](Cl)=[O:30].O. The catalyst is O1CCCC1. The product is [NH2:33][C:27]1[C:26]([CH3:36])=[CH:25][C:24]([Cl:23])=[CH:32][C:28]=1[C:29]([NH:13][C:11]1([CH3:14])[CH2:12][S:9](=[O:15])(=[O:8])[CH2:10]1)=[O:30]. The yield is 0.560. (6) The reactants are F[C:2](F)(F)[C:3]([OH:5])=O.[Cl:8][C:9]1[CH:14]=[CH:13][C:12]([C:15]2([C:35]#[N:36])[CH:19]([CH2:20][C:21]([CH3:24])([CH3:23])[CH3:22])[NH:18][CH:17]([C:25](O)=[O:26])[CH:16]2[C:28]2[CH:33]=[CH:32][CH:31]=[C:30]([Cl:34])[CH:29]=2)=[C:11]([O:37][CH3:38])[CH:10]=1.[CH2:39]([NH2:41])[CH3:40].CN(C([O:49]N1N=NC2C=CC=NC1=2)=[N+](C)C)C.F[P-](F)(F)(F)(F)F.CCN(C(C)C)C(C)C.Cl. The catalyst is C(Cl)Cl.O1CCCC1. The product is [OH:49][C@H:2]([CH2:3][OH:5])[CH2:40][CH2:39][NH:41][C:25]([CH:17]1[CH:16]([C:28]2[CH:33]=[CH:32][CH:31]=[C:30]([Cl:34])[CH:29]=2)[C:15]([C:12]2[CH:13]=[CH:14][C:9]([Cl:8])=[CH:10][C:11]=2[O:37][CH3:38])([C:35]#[N:36])[CH:19]([CH2:20][C:21]([CH3:24])([CH3:23])[CH3:22])[NH:18]1)=[O:26]. The yield is 0.840. (7) The reactants are [F:8][C:7]([F:10])([F:9])[C:6](O[C:6](=[O:11])[C:7]([F:10])([F:9])[F:8])=[O:11].[NH2:14][C:15]1[CH:20]=[CH:19][C:18]([CH2:21][CH2:22][CH2:23][C:24]([OH:26])=[O:25])=[CH:17][CH:16]=1. The catalyst is C(Cl)(Cl)Cl. The product is [F:10][C:7]([F:8])([F:9])[C:6]([NH:14][C:15]1[CH:16]=[CH:17][C:18]([CH2:21][CH2:22][CH2:23][C:24]([OH:26])=[O:25])=[CH:19][CH:20]=1)=[O:11]. The yield is 0.690.